Predict the reactants needed to synthesize the given product. From a dataset of Full USPTO retrosynthesis dataset with 1.9M reactions from patents (1976-2016). (1) Given the product [Cl:15][CH2:2][C:3]1[CH:12]=[CH:11][C:6]([C:7]([O:9][CH3:10])=[O:8])=[CH:5][N:4]=1, predict the reactants needed to synthesize it. The reactants are: O[CH2:2][C:3]1[CH:12]=[CH:11][C:6]([C:7]([O:9][CH3:10])=[O:8])=[CH:5][N:4]=1.O=S(Cl)[Cl:15]. (2) Given the product [Cl:1][C:2]1[C:7]([C:8]2[CH:9]=[CH:10][CH:11]=[CH:12][CH:13]=2)=[N:6][N:5]=[C:4]2[N:14]([CH2:29][C:26]3[CH:27]=[CH:28][N:23]=[CH:24][CH:25]=3)[N:15]=[C:16]([C:17]3[CH:18]=[CH:19][CH:20]=[CH:21][CH:22]=3)[C:3]=12, predict the reactants needed to synthesize it. The reactants are: [Cl:1][C:2]1[C:7]([C:8]2[CH:13]=[CH:12][CH:11]=[CH:10][CH:9]=2)=[N:6][N:5]=[C:4]2[NH:14][N:15]=[C:16]([C:17]3[CH:22]=[CH:21][CH:20]=[CH:19][CH:18]=3)[C:3]=12.[N:23]1[CH:28]=[CH:27][C:26]([CH2:29]O)=[CH:25][CH:24]=1. (3) Given the product [CH3:105][C:102]([CH3:103])([CH3:104])[C@H:101]([NH:106][C:107](=[O:119])[C@@H:108]([NH:110][CH3:111])[CH3:109])[C:100]([N:96]1[C@H:95]([C:121]([NH:122][C@H:123]2[C:132]3[C:127](=[CH:128][CH:129]=[CH:130][CH:131]=3)[CH2:126][CH2:125][CH2:124]2)=[O:133])[CH2:94][C:93]2[C:98](=[CH:99][C:90]([C@H:88]3[CH2:87][C@@H:86]([C:134](=[O:135])[NH:168][C@H:160]([C:158]4[O:159][C:155]([CH3:154])=[N:156][N:157]=4)[CH2:161][C:162]4[CH:167]=[CH:166][CH:165]=[CH:164][CH:163]=4)[N:85]([C:83](=[O:84])[C@@H:82]([NH:81][C:79](=[O:80])[C@@H:78]([NH:77][CH3:75])[CH3:152])[C:148]([CH3:149])([CH3:150])[CH3:151])[CH2:89]3)=[CH:91][CH:92]=2)[CH2:97]1)=[O:120], predict the reactants needed to synthesize it. The reactants are: O1C2C(=CC=CC=2)[C@H](NC([C@@H]2CC3C(=CC([C@H]4C[C@@H](C(=O)N[C@H]5C6C(=CC=CC=6)CCC5)N(C(=O)[C@@H](NC(=O)[C@@H](NC)C)C(C)(C)C)C4)=CC=3)CN2C(=O)[C@@H](NC(=O)[C@@H](NC)C)C(C)(C)C)=O)CC1.C(O[C:75]([N:77](C)[C@@H:78]([CH3:152])[C:79]([NH:81][C@@H:82]([C:148]([CH3:151])([CH3:150])[CH3:149])[C:83]([N:85]1[CH2:89][C@@H:88]([C:90]2[CH:99]=[C:98]3[C:93]([CH2:94][C@@H:95]([C:121](=[O:133])[NH:122][C@H:123]4[C:132]5[C:127](=[CH:128][CH:129]=[CH:130][CH:131]=5)[CH2:126][CH2:125][CH2:124]4)[N:96]([C:100](=[O:120])[C@@H:101]([NH:106][C:107](=[O:119])[C@@H:108]([N:110](C(OC(C)(C)C)=O)[CH3:111])[CH3:109])[C:102]([CH3:105])([CH3:104])[CH3:103])[CH2:97]3)=[CH:92][CH:91]=2)[CH2:87][C@H:86]1[C:134](N[C@@H](CC1C=CC=CC=1)C(O)=O)=[O:135])=[O:84])=[O:80])=O)(C)(C)C.[CH3:154][C:155]1[O:159][C:158]([C@@H:160]([NH2:168])[CH2:161][C:162]2[CH:167]=[CH:166][CH:165]=[CH:164][CH:163]=2)=[N:157][N:156]=1. (4) Given the product [CH3:12][O:11][CH2:10][CH2:9][O:8][C:6]1[N:7]=[C:2]([N:22]2[CH2:23][CH2:24][N:19]([C:16](=[O:18])[CH3:17])[CH2:20][CH2:21]2)[CH:3]=[CH:4][C:5]=1[N+:13]([O-:15])=[O:14], predict the reactants needed to synthesize it. The reactants are: Cl[C:2]1[N:7]=[C:6]([O:8][CH2:9][CH2:10][O:11][CH3:12])[C:5]([N+:13]([O-:15])=[O:14])=[CH:4][CH:3]=1.[C:16]([N:19]1[CH2:24][CH2:23][NH:22][CH2:21][CH2:20]1)(=[O:18])[CH3:17].C(N(CC)CC)C.